This data is from Full USPTO retrosynthesis dataset with 1.9M reactions from patents (1976-2016). The task is: Predict the reactants needed to synthesize the given product. (1) The reactants are: [CH3:1][N:2]([CH3:31])[C:3]1[N:8]=[C:7]([O:9][CH3:10])[C:6]([C:11]2[C:24]3[C:19](=[CH:20][C:21]([O:27][CH2:28][CH3:29])=[C:22]([O:25][CH3:26])[CH:23]=3)[C@@H:18]3[C@@H:13]([CH2:14][CH2:15][C@@H:16]([OH:30])[CH2:17]3)[N:12]=2)=[CH:5][N:4]=1.[O:32]=[C:33]([CH2:37][CH2:38][C:39]([OH:41])=[O:40])[C:34](O)=[O:35]. Given the product [O:32]=[C:33]([CH2:37][CH2:38][C:39]([OH:41])=[O:40])[C:34]([O:30][C@@H:16]1[CH2:15][CH2:14][C@@H:13]2[C@@H:18]([C:19]3[C:24]([C:11]([C:6]4[C:7]([O:9][CH3:10])=[N:8][C:3]([N:2]([CH3:1])[CH3:31])=[N:4][CH:5]=4)=[N:12]2)=[CH:23][C:22]([O:25][CH3:26])=[C:21]([O:27][CH2:28][CH3:29])[CH:20]=3)[CH2:17]1)=[O:35], predict the reactants needed to synthesize it. (2) Given the product [CH3:16][O:3][CH:4]1[CH2:5][N:6]([C:8]([O:10][C:11]([CH3:14])([CH3:13])[CH3:12])=[O:9])[CH2:7]1, predict the reactants needed to synthesize it. The reactants are: [H-].[Na+].[OH:3][CH:4]1[CH2:7][N:6]([C:8]([O:10][C:11]([CH3:14])([CH3:13])[CH3:12])=[O:9])[CH2:5]1.I[CH3:16].O. (3) Given the product [NH:2]([C:5]1[N:10]([CH2:11][CH:12]([CH3:14])[CH3:13])[C:9](=[O:15])[NH:8][C:7](=[O:16])[CH:6]=1)[NH2:3], predict the reactants needed to synthesize it. The reactants are: O.[NH2:2][NH2:3].Cl[C:5]1[N:10]([CH2:11][CH:12]([CH3:14])[CH3:13])[C:9](=[O:15])[NH:8][C:7](=[O:16])[CH:6]=1. (4) Given the product [C:1]([O:5][C:6](=[O:33])[NH:7][CH:8]1[CH2:13][CH2:12][CH:11]([NH:14][C:15](=[O:32])[C:16]2[CH:17]=[C:18]([O:23][C:24]3[CH:29]=[CH:28][C:27]([C:30]#[N:31])=[CH:26][CH:25]=3)[CH:19]=[C:20]([O:22][CH2:35][CH2:36][CH2:37][CH2:38][C:39]#[N:40])[CH:21]=2)[CH2:10][CH2:9]1)([CH3:4])([CH3:2])[CH3:3], predict the reactants needed to synthesize it. The reactants are: [C:1]([O:5][C:6](=[O:33])[NH:7][CH:8]1[CH2:13][CH2:12][CH:11]([NH:14][C:15](=[O:32])[C:16]2[CH:21]=[C:20]([OH:22])[CH:19]=[C:18]([O:23][C:24]3[CH:29]=[CH:28][C:27]([C:30]#[N:31])=[CH:26][CH:25]=3)[CH:17]=2)[CH2:10][CH2:9]1)([CH3:4])([CH3:3])[CH3:2].Br[CH2:35][CH2:36][CH2:37][CH2:38][C:39]#[N:40].